Dataset: Forward reaction prediction with 1.9M reactions from USPTO patents (1976-2016). Task: Predict the product of the given reaction. (1) Given the reactants C([O:4][C:5]1([C:8]([NH:10][C:11]2[N:12]=[C:13]3[CH:18]=[CH:17][C:16]([O:19][C:20]4[CH:25]=[CH:24][C:23]([CH3:26])=[C:22]([NH:27][C:28]([C:30]5[N:34]([CH3:35])[N:33]=[C:32]([CH3:36])[CH:31]=5)=[O:29])[CH:21]=4)=[N:15][N:14]3[CH:37]=2)=[O:9])[CH2:7][CH2:6]1)(=O)C.[OH-].[Na+].Cl.C(OCC)(=O)C, predict the reaction product. The product is: [OH:4][C:5]1([C:8]([NH:10][C:11]2[N:12]=[C:13]3[CH:18]=[CH:17][C:16]([O:19][C:20]4[CH:25]=[CH:24][C:23]([CH3:26])=[C:22]([NH:27][C:28]([C:30]5[N:34]([CH3:35])[N:33]=[C:32]([CH3:36])[CH:31]=5)=[O:29])[CH:21]=4)=[N:15][N:14]3[CH:37]=2)=[O:9])[CH2:6][CH2:7]1. (2) Given the reactants [Br:1][C:2]1[CH:9]=[CH:8][C:7]([O:10][CH3:11])=[CH:6][C:3]=1[CH:4]=[O:5].[CH2:12](O)[CH2:13][CH2:14][OH:15].O, predict the reaction product. The product is: [Br:1][C:2]1[CH:9]=[CH:8][C:7]([O:10][CH3:11])=[CH:6][C:3]=1[CH:4]1[O:15][CH2:14][CH2:13][CH2:12][O:5]1. (3) Given the reactants [C:1]([O:5][C:6]([N:8]1[CH2:13][CH2:12][N:11]([C:14]([C:16]2[CH:20]=[C:19]([CH3:21])[N:18]([C:22]3[CH:27]=[CH:26][CH:25]=[CH:24][CH:23]=3)[C:17]=2[C:28]2[CH:33]=[CH:32][CH:31]=[CH:30][CH:29]=2)=[O:15])[C@H:10]([CH2:34][N:35]2[CH2:40][CH2:39][CH:38]([C:41](O)=[O:42])[CH2:37][CH2:36]2)[CH2:9]1)=[O:7])([CH3:4])([CH3:3])[CH3:2].CC[N:46]=C=NCCCN(C)C.Cl.C(=O)(O)[O-].[Na+], predict the reaction product. The product is: [NH2:46][C:41]([CH:38]1[CH2:37][CH2:36][N:35]([CH2:34][C@H:10]2[N:11]([C:14]([C:16]3[CH:20]=[C:19]([CH3:21])[N:18]([C:22]4[CH:27]=[CH:26][CH:25]=[CH:24][CH:23]=4)[C:17]=3[C:28]3[CH:33]=[CH:32][CH:31]=[CH:30][CH:29]=3)=[O:15])[CH2:12][CH2:13][N:8]([C:6]([O:5][C:1]([CH3:3])([CH3:2])[CH3:4])=[O:7])[CH2:9]2)[CH2:40][CH2:39]1)=[O:42]. (4) Given the reactants [CH2:1]([O:5][C:6]1[C:11]([F:12])=[C:10](Cl)[N:9]=[CH:8][N:7]=1)[C:2]#[C:3][CH3:4].[CH3:14][CH:15]1[CH2:19][CH2:18][CH:17]([CH3:20])[NH:16]1.[Cl-].[NH4+], predict the reaction product. The product is: [CH2:1]([O:5][C:6]1[C:11]([F:12])=[C:10]([N:16]2[CH:17]([CH3:20])[CH2:18][CH2:19][CH:15]2[CH3:14])[N:9]=[CH:8][N:7]=1)[C:2]#[C:3][CH3:4]. (5) Given the reactants C(OC(=O)[NH:7][CH2:8][C:9]1[S:10][C:11]([C:14]2[C:15]3[C:16]4[CH:29]=[CH:28][S:27][C:17]=4[C:18](=[O:26])[NH:19][C:20]=3[CH:21]=[CH:22][C:23]=2[O:24]C)=[CH:12][CH:13]=1)(C)(C)C.BrB(Br)Br, predict the reaction product. The product is: [NH2:7][CH2:8][C:9]1[S:10][C:11]([C:14]2[C:15]3[C:16]4[CH:29]=[CH:28][S:27][C:17]=4[C:18](=[O:26])[NH:19][C:20]=3[CH:21]=[CH:22][C:23]=2[OH:24])=[CH:12][CH:13]=1.